This data is from Full USPTO retrosynthesis dataset with 1.9M reactions from patents (1976-2016). The task is: Predict the reactants needed to synthesize the given product. (1) Given the product [CH3:11][C:10]1[C:4]2[C:3]([C:12]#[N:13])=[C:2]([NH:1][C:15]3[CH:20]=[CH:19][CH:18]=[CH:17][C:16]=3[N+:21]([O-:23])=[O:22])[S:6][C:5]=2[CH:7]=[CH:8][CH:9]=1, predict the reactants needed to synthesize it. The reactants are: [NH2:1][C:2]1[S:6][C:5]2[CH:7]=[CH:8][CH:9]=[C:10]([CH3:11])[C:4]=2[C:3]=1[C:12]#[N:13].Cl[C:15]1[CH:20]=[CH:19][CH:18]=[CH:17][C:16]=1[N+:21]([O-:23])=[O:22]. (2) Given the product [CH3:1][O:2][C:3]1[CH:8]=[CH:7][C:6]([NH:9][C:10]([C:12]2[CH:13]=[CH:14][C:15]([C:18]3[CH:19]=[CH:20][CH:21]=[CH:22][CH:23]=3)=[CH:16][CH:17]=2)=[O:11])=[CH:5][C:4]=1[NH:24][C:25](=[O:35])[CH2:26][N:27]1[CH2:33][C@@H:32]2[CH2:31][C@H:28]1[CH2:29][O:34]2, predict the reactants needed to synthesize it. The reactants are: [CH3:1][O:2][C:3]1[CH:8]=[CH:7][C:6]([NH:9][C:10]([C:12]2[CH:17]=[CH:16][C:15]([C:18]3[CH:23]=[CH:22][CH:21]=[CH:20][CH:19]=3)=[CH:14][CH:13]=2)=[O:11])=[CH:5][C:4]=1[NH:24][C:25](=[O:35])[CH2:26][N:27]1[CH2:33][CH:32]2[O:34][CH:29](C[CH2:31]2)[CH2:28]1.ClCC(NC1C=C(NC(C2C=CC(C3C=CC=CC=3)=CC=2)=O)C=CC=1OC)=O.Cl.[C@H]12C[C@H](NC1)CO2.